From a dataset of Peptide-MHC class I binding affinity with 185,985 pairs from IEDB/IMGT. Regression. Given a peptide amino acid sequence and an MHC pseudo amino acid sequence, predict their binding affinity value. This is MHC class I binding data. (1) The peptide sequence is QTNPYPTGP. The MHC is Mamu-B8301 with pseudo-sequence Mamu-B8301. The binding affinity (normalized) is 0. (2) The peptide sequence is LHPLARTAK. The MHC is HLA-A03:01 with pseudo-sequence HLA-A03:01. The binding affinity (normalized) is 0.0341. (3) The peptide sequence is TTWEDVPYL. The MHC is HLA-A02:01 with pseudo-sequence HLA-A02:01. The binding affinity (normalized) is 0.704.